This data is from Reaction yield outcomes from USPTO patents with 853,638 reactions. The task is: Predict the reaction yield, written as a fraction of the theoretical maximum amount of product (1.0 means a 100% yield; for example, 0.34 means a 34% yield). (1) The reactants are [CH:1]1([CH2:4][O:5][C:6]2[CH:11]=[C:10]([CH3:12])[C:9]([C:13]3[N:14]=[C:15]([NH2:18])[S:16][CH:17]=3)=[C:8]([CH3:19])[CH:7]=2)[CH2:3][CH2:2]1.C(N(CC)CC)C.Cl.[C:28](Cl)(=[O:35])[C:29]1[CH:34]=[CH:33][N:32]=[CH:31][CH:30]=1. The catalyst is C(Cl)Cl. The product is [CH:1]1([CH2:4][O:5][C:6]2[CH:7]=[C:8]([CH3:19])[C:9]([C:13]3[N:14]=[C:15]([NH:18][C:28](=[O:35])[C:29]4[CH:34]=[CH:33][N:32]=[CH:31][CH:30]=4)[S:16][CH:17]=3)=[C:10]([CH3:12])[CH:11]=2)[CH2:3][CH2:2]1. The yield is 0.720. (2) The reactants are [CH2:1]([O:8][C:9](=[O:19])[NH:10][C:11]1[C:12](=[O:18])[NH:13][CH:14]=[C:15]([I:17])[CH:16]=1)[C:2]1[CH:7]=[CH:6][CH:5]=[CH:4][CH:3]=1.I[CH3:21]. The catalyst is C(Cl)(Cl)Cl.C(=O)([O-])[O-].[Ag+2]. The product is [CH2:1]([O:8][C:9](=[O:19])[NH:10][C:11]1[C:12]([O:18][CH3:21])=[N:13][CH:14]=[C:15]([I:17])[CH:16]=1)[C:2]1[CH:7]=[CH:6][CH:5]=[CH:4][CH:3]=1. The yield is 0.820. (3) The reactants are [Br:1][C:2]1[N:3]=[C:4](SC)[S:5][C:6]=1[CH3:7].[CH:10]1C=C(Cl)C=C(C(OO)=O)C=1.[S:21]([O-:25])([O-])(=[O:23])=S.[Na+].[Na+]. The catalyst is C(Cl)Cl. The product is [Br:1][C:2]1[N:3]=[C:4]([S:21]([CH3:10])(=[O:25])=[O:23])[S:5][C:6]=1[CH3:7]. The yield is 0.780. (4) The reactants are [Si:1]([O:8][C:9]1[CH:10]=[CH:11][C:12]([CH3:19])=[C:13]([CH:18]=1)[C:14](OC)=[O:15])([C:4]([CH3:7])([CH3:6])[CH3:5])([CH3:3])[CH3:2].[H-].C([Al+]CC(C)C)C(C)C.CCCCCC. The catalyst is ClCCl. The product is [Si:1]([O:8][C:9]1[CH:10]=[CH:11][C:12]([CH3:19])=[C:13]([CH2:14][OH:15])[CH:18]=1)([C:4]([CH3:7])([CH3:6])[CH3:5])([CH3:2])[CH3:3]. The yield is 0.990.